Dataset: Catalyst prediction with 721,799 reactions and 888 catalyst types from USPTO. Task: Predict which catalyst facilitates the given reaction. Reactant: [CH3:1][O:2][C:3]1[C:12]2[C:7](=[CH:8][CH:9]=[CH:10][CH:11]=2)[C:6]([S:13](Cl)(=[O:15])=[O:14])=[CH:5][CH:4]=1.[CH2:17]([O:19][C:20](=[O:31])[CH2:21][CH:22]1[C:30]2[C:25](=[CH:26][CH:27]=[CH:28][CH:29]=2)[NH:24][CH2:23]1)[CH3:18].C(N(CC)CC)C. Product: [CH2:17]([O:19][C:20](=[O:31])[CH2:21][CH:22]1[C:30]2[C:25](=[CH:26][CH:27]=[CH:28][CH:29]=2)[N:24]([S:13]([C:6]2[C:7]3[C:12](=[CH:11][CH:10]=[CH:9][CH:8]=3)[C:3]([O:2][CH3:1])=[CH:4][CH:5]=2)(=[O:15])=[O:14])[CH2:23]1)[CH3:18]. The catalyst class is: 46.